From a dataset of Catalyst prediction with 721,799 reactions and 888 catalyst types from USPTO. Predict which catalyst facilitates the given reaction. (1) Product: [CH:12]1([C:15]2[CH:16]=[C:17]([CH2:18][NH2:19])[CH:20]=[CH:21][C:22]=2[O:23][CH3:24])[CH2:14][CH2:13]1. Reactant: [H-].[Al+3].[Li+].[H-].[H-].[H-].C(OCC)C.[CH:12]1([C:15]2[CH:16]=[C:17]([CH:20]=[CH:21][C:22]=2[O:23][CH3:24])[C:18]#[N:19])[CH2:14][CH2:13]1. The catalyst class is: 7. (2) Reactant: [OH-].[Na+].[OH:3][CH2:4][CH:5]1[CH2:10]C[CH2:8][N:7]([C:11]2[CH:12]=[CH:13][C:14]([CH3:32])=[C:15]([CH:31]=2)[C:16]([NH:18][C:19]2[C:20]([CH3:30])=[C:21]([CH:26]=[CH:27][C:28]=2[CH3:29])[C:22]([O:24]C)=[O:23])=[O:17])[CH2:6]1. Product: [OH:3][CH2:4][CH:5]1[CH2:10][CH2:8][N:7]([C:11]2[CH:12]=[CH:13][C:14]([CH3:32])=[C:15]([CH:31]=2)[C:16]([NH:18][C:19]2[C:20]([CH3:30])=[C:21]([CH:26]=[CH:27][C:28]=2[CH3:29])[C:22]([OH:24])=[O:23])=[O:17])[CH2:6]1. The catalyst class is: 5. (3) Reactant: C(O)(C(F)(F)F)=O.[C:8]1([C:40]2[CH:45]=[CH:44][CH:43]=[CH:42][CH:41]=2)[CH:13]=[CH:12][CH:11]=[C:10]([NH:14][C:15]2[N:20]=[C:19]([N:21]3[CH2:37][CH2:36][C:24]4([CH2:28][N:27](C(OC(C)(C)C)=O)[CH2:26][CH2:25]4)[CH2:23][CH2:22]3)[C:18]([C:38]#[N:39])=[CH:17][N:16]=2)[CH:9]=1. Product: [C:8]1([C:40]2[CH:45]=[CH:44][CH:43]=[CH:42][CH:41]=2)[CH:13]=[CH:12][CH:11]=[C:10]([NH:14][C:15]2[N:20]=[C:19]([N:21]3[CH2:22][CH2:23][C:24]4([CH2:28][NH:27][CH2:26][CH2:25]4)[CH2:36][CH2:37]3)[C:18]([C:38]#[N:39])=[CH:17][N:16]=2)[CH:9]=1. The catalyst class is: 2. (4) Reactant: C([N:8]1[CH2:13][CH2:12][N:11]([CH:14]2[CH2:19][CH2:18][N:17]([CH3:20])[CH2:16][CH2:15]2)[CH2:10][C@@H:9]1[CH3:21])C1C=CC=CC=1. Product: [CH3:21][C@@H:9]1[NH:8][CH2:13][CH2:12][N:11]([CH:14]2[CH2:19][CH2:18][N:17]([CH3:20])[CH2:16][CH2:15]2)[CH2:10]1. The catalyst class is: 19. (5) Reactant: C([O:3][C:4](=O)[CH2:5][C:6]1[C:15]2[C:10](=[CH:11][CH:12]=[CH:13][CH:14]=2)[C:9](=[O:16])[N:8]([NH:17][C:18](=[O:27])[CH2:19][C:20]2[CH:25]=[CH:24][C:23]([Cl:26])=[CH:22][CH:21]=2)[N:7]=1)C.[Li+].[BH4-]. Product: [Cl:26][C:23]1[CH:22]=[CH:21][C:20]([CH2:19][C:18]([NH:17][N:8]2[N:7]=[C:6]([CH2:5][CH2:4][OH:3])[C:15]3[C:10](=[CH:11][CH:12]=[CH:13][CH:14]=3)[C:9]2=[O:16])=[O:27])=[CH:25][CH:24]=1. The catalyst class is: 1. (6) Reactant: [NH2:1][C:2]1[C:7]([C:8]2[C:9]([O:14]C)=[N:10][CH:11]=[CH:12][CH:13]=2)=[CH:6][C:5]([C:16]([CH3:19])([CH3:18])[CH3:17])=[CH:4][C:3]=1[CH2:20][CH2:21][C:22]1[CH:27]=[CH:26][C:25]([NH:28][S:29]([CH3:32])(=[O:31])=[O:30])=[CH:24][CH:23]=1.Br.C([O-])(O)=O.[Na+]. Product: [NH2:1][C:2]1[C:7]([C:8]2[C:9](=[O:14])[NH:10][CH:11]=[CH:12][CH:13]=2)=[CH:6][C:5]([C:16]([CH3:17])([CH3:18])[CH3:19])=[CH:4][C:3]=1[CH2:20][CH2:21][C:22]1[CH:27]=[CH:26][C:25]([NH:28][S:29]([CH3:32])(=[O:31])=[O:30])=[CH:24][CH:23]=1. The catalyst class is: 52.